Predict the reaction yield, written as a fraction of the theoretical maximum amount of product (1.0 means a 100% yield; for example, 0.34 means a 34% yield). From a dataset of Reaction yield outcomes from USPTO patents with 853,638 reactions. The reactants are [NH2:1][C:2]1[CH:7]=[CH:6][C:5]([OH:8])=[C:4]([F:9])[CH:3]=1.CC(C)([O-])C.[K+].Cl[C:17]1[CH:22]=[CH:21][N:20]=[C:19]2[CH:23]=[C:24]([C:26]3[N:31]=[CH:30][C:29]([CH2:32][N:33]([CH2:41][CH2:42][O:43][CH3:44])[C:34](=[O:40])[O:35][C:36]([CH3:39])([CH3:38])[CH3:37])=[CH:28][CH:27]=3)[S:25][C:18]=12. The catalyst is CS(C)=O.O. The product is [NH2:1][C:2]1[CH:7]=[CH:6][C:5]([O:8][C:17]2[CH:22]=[CH:21][N:20]=[C:19]3[CH:23]=[C:24]([C:26]4[N:31]=[CH:30][C:29]([CH2:32][N:33]([CH2:41][CH2:42][O:43][CH3:44])[C:34](=[O:40])[O:35][C:36]([CH3:37])([CH3:38])[CH3:39])=[CH:28][CH:27]=4)[S:25][C:18]=23)=[C:4]([F:9])[CH:3]=1. The yield is 0.580.